This data is from Forward reaction prediction with 1.9M reactions from USPTO patents (1976-2016). The task is: Predict the product of the given reaction. (1) Given the reactants C(OC([N:8]1[C:16]2[C:11](=[CH:12][C:13]([CH:17]3[C:22]([C:23]#[N:24])=[C:21]([CH3:25])[N:20]([CH3:26])[C:19]([CH3:27])=[C:18]3[C:28]#[N:29])=[CH:14][CH:15]=2)[C:10]([CH3:30])=[N:9]1)=O)(C)(C)C.Cl, predict the reaction product. The product is: [CH3:26][N:20]1[C:21]([CH3:25])=[C:22]([C:23]#[N:24])[CH:17]([C:13]2[CH:12]=[C:11]3[C:16](=[CH:15][CH:14]=2)[NH:8][N:9]=[C:10]3[CH3:30])[C:18]([C:28]#[N:29])=[C:19]1[CH3:27]. (2) Given the reactants [F:1][C:2]1[CH:7]=[CH:6][C:5]([F:8])=[CH:4][C:3]=1[S:9]([N:12]([C:16]1[CH:21]=[CH:20][CH:19]=[C:18]([C:22]2[C:26]([C:27]3[CH:32]=[CH:31][N:30]=[CH:29][CH:28]=3)=[CH:25][N:24](C3CCCCO3)[N:23]=2)[C:17]=1[F:39])COC)(=[O:11])=[O:10].[OH2:40].[C:41]1(C)[CH:46]=[CH:45]C(S(O)(=O)=O)=[CH:43][CH:42]=1, predict the reaction product. The product is: [F:1][C:2]1[CH:7]=[CH:6][C:5]([F:8])=[CH:4][C:3]=1[S:9]([NH:12][C:16]1[CH:21]=[CH:20][CH:19]=[C:18]([C:22]2[C:26]([C:27]3[CH:32]=[CH:31][N:30]=[CH:29][CH:28]=3)=[CH:25][N:24]([CH:41]3[CH2:46][CH2:45][O:40][CH2:43][CH2:42]3)[N:23]=2)[C:17]=1[F:39])(=[O:10])=[O:11].